Dataset: NCI-60 drug combinations with 297,098 pairs across 59 cell lines. Task: Regression. Given two drug SMILES strings and cell line genomic features, predict the synergy score measuring deviation from expected non-interaction effect. (1) Drug 1: C1=NC2=C(N1)C(=S)N=CN2. Drug 2: C1=NNC2=C1C(=O)NC=N2. Cell line: MOLT-4. Synergy scores: CSS=37.0, Synergy_ZIP=-1.43, Synergy_Bliss=-1.07, Synergy_Loewe=-24.2, Synergy_HSA=-0.830. (2) Drug 1: C1CN1C2=NC(=NC(=N2)N3CC3)N4CC4. Synergy scores: CSS=18.5, Synergy_ZIP=-0.674, Synergy_Bliss=-1.70, Synergy_Loewe=-5.67, Synergy_HSA=-1.96. Drug 2: COC1=C(C=C2C(=C1)N=CN=C2NC3=CC(=C(C=C3)F)Cl)OCCCN4CCOCC4. Cell line: HS 578T.